This data is from Reaction yield outcomes from USPTO patents with 853,638 reactions. The task is: Predict the reaction yield, written as a fraction of the theoretical maximum amount of product (1.0 means a 100% yield; for example, 0.34 means a 34% yield). The catalyst is C(OCC)(=O)C. The yield is 0.330. The reactants are [CH3:1][C:2](=[O:7])[CH2:3][C:4](=[O:6])[CH3:5].[CH:8](=O)[C:9]1[CH:14]=[CH:13][CH:12]=[CH:11][CH:10]=1.B(OCCCC)(OCCCC)O[CH2:18][CH2:19][CH2:20]C.[CH2:32](N)[CH2:33][CH2:34][CH3:35].Cl. The product is [C:9]1([CH:8]=[CH:1][C:2](=[O:7])[CH2:3][C:4](=[O:6])[CH:5]=[CH:35][C:34]2[CH:20]=[CH:19][CH:18]=[CH:32][CH:33]=2)[CH:14]=[CH:13][CH:12]=[CH:11][CH:10]=1.